Dataset: Forward reaction prediction with 1.9M reactions from USPTO patents (1976-2016). Task: Predict the product of the given reaction. (1) The product is: [I:13][C:7]1[C:6]2[C:10](=[CH:11][CH:12]=[C:4]([N+:1]([O-:3])=[O:2])[CH:5]=2)[NH:9][N:8]=1. Given the reactants [N+:1]([C:4]1[CH:5]=[C:6]2[C:10](=[CH:11][CH:12]=1)[NH:9][N:8]=[CH:7]2)([O-:3])=[O:2].[I:13]I.[OH-].[K+].S(S([O-])(=O)=O)([O-])(=O)=O.[Na+].[Na+], predict the reaction product. (2) Given the reactants [SH:1][C:2]1[NH:3][C:4]2[CH:10]=[C:9]([NH:11][C:12](=[O:16])[C:13]([OH:15])=O)[CH:8]=[CH:7][C:5]=2[N:6]=1.[F:17][C:18]1[CH:30]=[CH:29][C:21]([CH2:22][CH:23]2[CH2:28][CH2:27][NH:26][CH2:25][CH2:24]2)=[CH:20][CH:19]=1, predict the reaction product. The product is: [F:17][C:18]1[CH:19]=[CH:20][C:21]([CH2:22][CH:23]2[CH2:24][CH2:25][N:26]([C:13](=[O:15])[C:12]([NH:11][C:9]3[CH:8]=[CH:7][C:5]4[N:6]=[C:2]([SH:1])[NH:3][C:4]=4[CH:10]=3)=[O:16])[CH2:27][CH2:28]2)=[CH:29][CH:30]=1. (3) Given the reactants C[CH2:2][N:3]([CH:7]([CH3:9])C)[CH:4](C)C.C1C=CC2N(O)N=[N:16][C:14]=2[CH:15]=1.[CH3:20][N:21](C=O)[CH3:22], predict the reaction product. The product is: [CH3:15][CH2:14][N:16]=[C:20]=[N:21][CH2:22][CH2:9][CH2:7][N:3]([CH3:2])[CH3:4]. (4) Given the reactants [CH3:1][S:2](Cl)(=[O:4])=[O:3].[C:6]([N:13]1[CH2:17][CH2:16][CH2:15][C@@H:14]1[CH2:18][OH:19])([O:8][C:9]([CH3:12])([CH3:11])[CH3:10])=[O:7].C(N(CC)CC)C, predict the reaction product. The product is: [CH3:1][S:2]([O:19][CH2:18][C@H:14]1[CH2:15][CH2:16][CH2:17][N:13]1[C:6]([O:8][C:9]([CH3:12])([CH3:11])[CH3:10])=[O:7])(=[O:4])=[O:3]. (5) Given the reactants N.CO.[C:4]([CH:6]=[CH:7][CH2:8][CH:9]1[CH2:12][N:11]([C:13]([O:15][C:16]([CH3:19])([CH3:18])[CH3:17])=[O:14])[CH2:10]1)#[N:5].[H][H], predict the reaction product. The product is: [NH2:5][CH2:4][CH2:6][CH2:7][CH2:8][CH:9]1[CH2:10][N:11]([C:13]([O:15][C:16]([CH3:19])([CH3:18])[CH3:17])=[O:14])[CH2:12]1. (6) Given the reactants FC(F)(F)S(O[C:7]1[CH:16]=[C:15]([NH:17][C:18]2[C:23]([Cl:24])=[CH:22][N:21]=[CH:20][C:19]=2[Cl:25])[C:14]2[C:9](=[C:10]([O:28][CH:29]3[CH2:33][CH2:32][CH2:31][CH2:30]3)[C:11]([O:26][CH3:27])=[CH:12][CH:13]=2)[N:8]=1)(=O)=O.[CH3:36][NH2:37], predict the reaction product. The product is: [CH:29]1([O:28][C:10]2[C:11]([O:26][CH3:27])=[CH:12][CH:13]=[C:14]3[C:9]=2[N:8]=[C:7]([NH:37][CH3:36])[CH:16]=[C:15]3[NH:17][C:18]2[C:19]([Cl:25])=[CH:20][N:21]=[CH:22][C:23]=2[Cl:24])[CH2:30][CH2:31][CH2:32][CH2:33]1. (7) Given the reactants [OH:1][C:2]1[CH:11]=[CH:10][C:5]([C:6]([O:8][CH3:9])=[O:7])=[CH:4][CH:3]=1.[Br:12]Br.S([O-])([O-])(=O)=S.[Na+].[Na+].CO, predict the reaction product. The product is: [Br:12][C:11]1[CH:10]=[C:5]([CH:4]=[CH:3][C:2]=1[OH:1])[C:6]([O:8][CH3:9])=[O:7]. (8) Given the reactants [CH3:1][O:2][C:3]1[CH:4]=[C:5]([CH:24]=[CH:25][CH:26]=1)[CH2:6][CH2:7][C:8]1[S:9][C:10]2[N:11]=[C:12]([NH2:23])[N:13]=[C:14]([N:17]3[CH2:22][CH2:21][NH:20][CH2:19][CH2:18]3)[C:15]=2[N:16]=1.[Br:27][C:28]1[CH:38]=[CH:37][C:31]([O:32][CH2:33][C:34](O)=[O:35])=[CH:30][CH:29]=1, predict the reaction product. The product is: [NH2:23][C:12]1[N:13]=[C:14]([N:17]2[CH2:22][CH2:21][N:20]([C:34](=[O:35])[CH2:33][O:32][C:31]3[CH:37]=[CH:38][C:28]([Br:27])=[CH:29][CH:30]=3)[CH2:19][CH2:18]2)[C:15]2[N:16]=[C:8]([CH2:7][CH2:6][C:5]3[CH:24]=[CH:25][CH:26]=[C:3]([O:2][CH3:1])[CH:4]=3)[S:9][C:10]=2[N:11]=1. (9) Given the reactants [NH2:1][CH2:2][CH2:3][CH2:4][N:5]1[CH2:10][CH2:9][CH2:8][CH2:7][CH2:6]1.CCN(C(C)C)C(C)C.[CH3:20][O:21][C:22]1[CH:30]=[CH:29][C:25]([C:26](Cl)=[O:27])=[CH:24][CH:23]=1, predict the reaction product. The product is: [CH3:20][O:21][C:22]1[CH:30]=[CH:29][C:25]([C:26]([NH:1][CH2:2][CH2:3][CH2:4][N:5]2[CH2:10][CH2:9][CH2:8][CH2:7][CH2:6]2)=[O:27])=[CH:24][CH:23]=1.